This data is from NCI-60 drug combinations with 297,098 pairs across 59 cell lines. The task is: Regression. Given two drug SMILES strings and cell line genomic features, predict the synergy score measuring deviation from expected non-interaction effect. (1) Drug 1: CCC1=C2CN3C(=CC4=C(C3=O)COC(=O)C4(CC)O)C2=NC5=C1C=C(C=C5)O. Drug 2: CC12CCC3C(C1CCC2OP(=O)(O)O)CCC4=C3C=CC(=C4)OC(=O)N(CCCl)CCCl.[Na+]. Cell line: NCI-H322M. Synergy scores: CSS=39.8, Synergy_ZIP=-8.18, Synergy_Bliss=-1.79, Synergy_Loewe=-12.7, Synergy_HSA=0.630. (2) Drug 1: CC1=C(C=C(C=C1)NC(=O)C2=CC=C(C=C2)CN3CCN(CC3)C)NC4=NC=CC(=N4)C5=CN=CC=C5. Drug 2: C1=NNC2=C1C(=O)NC=N2. Cell line: NCI-H460. Synergy scores: CSS=0.945, Synergy_ZIP=-0.646, Synergy_Bliss=1.85, Synergy_Loewe=-3.41, Synergy_HSA=0.777. (3) Drug 2: CCN(CC)CCCC(C)NC1=C2C=C(C=CC2=NC3=C1C=CC(=C3)Cl)OC. Cell line: NCI-H226. Drug 1: CC1=C(C=C(C=C1)C(=O)NC2=CC(=CC(=C2)C(F)(F)F)N3C=C(N=C3)C)NC4=NC=CC(=N4)C5=CN=CC=C5. Synergy scores: CSS=4.68, Synergy_ZIP=-2.73, Synergy_Bliss=0.184, Synergy_Loewe=-8.09, Synergy_HSA=-1.87. (4) Drug 2: C1=NC2=C(N=C(N=C2N1C3C(C(C(O3)CO)O)O)F)N. Cell line: MALME-3M. Synergy scores: CSS=1.32, Synergy_ZIP=-2.63, Synergy_Bliss=-7.33, Synergy_Loewe=-9.93, Synergy_HSA=-7.80. Drug 1: CC(C1=C(C=CC(=C1Cl)F)Cl)OC2=C(N=CC(=C2)C3=CN(N=C3)C4CCNCC4)N. (5) Drug 1: C1CCC(C1)C(CC#N)N2C=C(C=N2)C3=C4C=CNC4=NC=N3. Drug 2: CC1=C(C=C(C=C1)NC2=NC=CC(=N2)N(C)C3=CC4=NN(C(=C4C=C3)C)C)S(=O)(=O)N.Cl. Cell line: K-562. Synergy scores: CSS=21.0, Synergy_ZIP=-1.84, Synergy_Bliss=6.68, Synergy_Loewe=5.41, Synergy_HSA=5.18.